From a dataset of Full USPTO retrosynthesis dataset with 1.9M reactions from patents (1976-2016). Predict the reactants needed to synthesize the given product. (1) Given the product [CH3:11][O:12][C:13]1[C:14]([C:3]2[C:2]([Cl:1])=[CH:7][C:6]([Cl:8])=[CH:5][C:4]=2[Cl:9])=[CH:15][CH:16]=[CH:17][CH:18]=1, predict the reactants needed to synthesize it. The reactants are: [Cl:1][C:2]1[CH:7]=[C:6]([Cl:8])[CH:5]=[C:4]([Cl:9])[C:3]=1Br.[CH3:11][O:12][C:13]1[CH:18]=[CH:17][CH:16]=[CH:15][C:14]=1B(O)O.C(=O)([O-])[O-].[K+].[K+]. (2) Given the product [CH2:1]([O:8][C:9](=[O:10])[NH:11][CH:12]([C:16]([F:21])=[O:18])[CH:13]([CH3:15])[CH3:14])[C:2]1[CH:7]=[CH:6][CH:5]=[CH:4][CH:3]=1, predict the reactants needed to synthesize it. The reactants are: [CH2:1]([O:8][C:9]([NH:11][C@@H:12]([C:16]([OH:18])=O)[CH:13]([CH3:15])[CH3:14])=[O:10])[C:2]1[CH:7]=[CH:6][CH:5]=[CH:4][CH:3]=1.N1C(F)=NC(F)=NC=1[F:21].